From a dataset of Retrosynthesis with 50K atom-mapped reactions and 10 reaction types from USPTO. Predict the reactants needed to synthesize the given product. (1) Given the product Cc1nn(-c2ccc(Cl)nn2)c(C)c1N, predict the reactants needed to synthesize it. The reactants are: Cc1nn(-c2ccc(Cl)nn2)c(C)c1N1C(=O)c2ccccc2C1=O. (2) Given the product CCOC(=O)CC1Cc2ccc(OCc3cccc(Cl)c3)cc2NC1=O, predict the reactants needed to synthesize it. The reactants are: CCOC(=O)CC1Cc2ccc(OCc3cccc(Cl)c3)cc2N(C(=O)OC(C)(C)C)C1=O. (3) Given the product COC(Cc1ccc(OCCCOc2ccc(Oc3ccccc3)cc2)c(C)c1)C(=O)O, predict the reactants needed to synthesize it. The reactants are: CCOC(=O)C(Cc1ccc(OCCCOc2ccc(Oc3ccccc3)cc2)c(C)c1)OC. (4) The reactants are: CC[C@@H](c1ccccc1)N(Cc1ccc(C(=O)OC)c(F)c1F)S(=O)(=O)c1ccc(Cl)cc1. Given the product CC[C@@H](c1ccccc1)N(Cc1ccc(C(=O)O)c(F)c1F)S(=O)(=O)c1ccc(Cl)cc1, predict the reactants needed to synthesize it. (5) Given the product Cc1nn(C)c(OCC(=O)C(C)(C)CCl)c1C(=O)c1ccc(Cl)cc1Cl, predict the reactants needed to synthesize it. The reactants are: CC(C)(CCl)C(=O)CBr.Cc1nn(C)c(O)c1C(=O)c1ccc(Cl)cc1Cl. (6) Given the product CC(=O)O[C@@H]1CS[C@@H](Oc2ccccc2[N+](=O)[O-])[C@H](OC(C)=O)[C@H]1OC(C)=O, predict the reactants needed to synthesize it. The reactants are: CC(=O)O[C@@H]1CS[C@H](Br)[C@H](OC(C)=O)[C@H]1OC(C)=O.O=[N+]([O-])c1ccccc1O. (7) Given the product O=C(NCC(=O)N1CCN(C(=O)c2cc(F)ccc2C(F)(F)F)CC1)c1cc(-c2ccccc2C(F)(F)F)[nH]n1, predict the reactants needed to synthesize it. The reactants are: NCC(=O)N1CCN(C(=O)c2cc(F)ccc2C(F)(F)F)CC1.O=C(O)c1cc(-c2ccccc2C(F)(F)F)[nH]n1.